From a dataset of Forward reaction prediction with 1.9M reactions from USPTO patents (1976-2016). Predict the product of the given reaction. Given the reactants [Na].[C:2]1([SH:8])[CH:7]=[CH:6][CH:5]=[CH:4][CH:3]=1.[Br:9][CH2:10][CH2:11][CH2:12][CH2:13]Br.[O:15]1CCCC1.[OH2:20], predict the reaction product. The product is: [Br:9][CH2:10][CH2:11][CH2:12][CH2:13][S:8]([C:2]1[CH:7]=[CH:6][CH:5]=[CH:4][CH:3]=1)(=[O:15])=[O:20].